Dataset: Catalyst prediction with 721,799 reactions and 888 catalyst types from USPTO. Task: Predict which catalyst facilitates the given reaction. Reactant: [CH3:1][C:2]1([CH3:16])[CH2:6][CH2:5][CH2:4]/[C:3]/1=[N:7]\[C@@H:8]([C:10]1[CH:15]=[CH:14][CH:13]=[CH:12][CH:11]=1)[CH3:9].[BH4-].[Na+].Cl. Product: [CH3:16][C:2]1([CH3:1])[CH2:6][CH2:5][CH2:4][C@H:3]1[NH:7][C@@H:8]([C:10]1[CH:11]=[CH:12][CH:13]=[CH:14][CH:15]=1)[CH3:9]. The catalyst class is: 8.